This data is from Forward reaction prediction with 1.9M reactions from USPTO patents (1976-2016). The task is: Predict the product of the given reaction. (1) Given the reactants [C:1]([NH:11][CH2:12][CH2:13][CH2:14][C@@H:15]([C:17]([OH:19])=[O:18])[NH2:16])([O:3][CH2:4][C:5]1[CH:10]=[CH:9][CH:8]=[CH:7][CH:6]=1)=[O:2].CCN=C=NCCCN(C)C.Cl.C1C=CC2N(O)N=NC=2C=1.[C:42]([N:49]([CH2:57][C:58]1[CH:66]=[CH:65][C:61]([C:62](O)=[O:63])=[CH:60][N:59]=1)[CH2:50][C:51]1[CH:56]=[CH:55][CH:54]=[CH:53][N:52]=1)([O:44][C:45]([CH3:48])([CH3:47])[CH3:46])=[O:43], predict the reaction product. The product is: [C:42]([N:49]([CH2:57][C:58]1[CH:66]=[CH:65][C:61]([C:62]([NH:16][C@H:15]([C:17]([OH:19])=[O:18])[CH2:14][CH2:13][CH2:12][NH:11][C:1]([O:3][CH2:4][C:5]2[CH:10]=[CH:9][CH:8]=[CH:7][CH:6]=2)=[O:2])=[O:63])=[CH:60][N:59]=1)[CH2:50][C:51]1[CH:56]=[CH:55][CH:54]=[CH:53][N:52]=1)([O:44][C:45]([CH3:48])([CH3:47])[CH3:46])=[O:43]. (2) Given the reactants [NH:1]1[CH:5]=[N:4][CH:3]=[N:2]1.[O-]CC.[Na+].[Na].Br[CH2:12][CH2:13][CH2:14][OH:15], predict the reaction product. The product is: [N:1]1([CH2:12][CH2:13][CH2:14][OH:15])[CH:5]=[N:4][CH:3]=[N:2]1.